This data is from Reaction yield outcomes from USPTO patents with 853,638 reactions. The task is: Predict the reaction yield, written as a fraction of the theoretical maximum amount of product (1.0 means a 100% yield; for example, 0.34 means a 34% yield). The reactants are P(Cl)(Cl)(Cl)(Cl)Cl.[Cl:7][S:8]([OH:11])(=O)=[O:9].[O:12]1[CH:16]=[CH:15][CH:14]=[CH:13]1. No catalyst specified. The product is [O:12]1[CH:16]=[CH:15][CH:14]=[C:13]1[S:8]([Cl:7])(=[O:11])=[O:9]. The yield is 0.0790.